This data is from Peptide-MHC class II binding affinity with 134,281 pairs from IEDB. The task is: Regression. Given a peptide amino acid sequence and an MHC pseudo amino acid sequence, predict their binding affinity value. This is MHC class II binding data. (1) The peptide sequence is NESDFRNEWILESDH. The binding affinity (normalized) is 0.418. The MHC is DRB1_0101 with pseudo-sequence DRB1_0101. (2) The peptide sequence is LMFLQNLKLGDDQYV. The MHC is DRB1_0802 with pseudo-sequence DRB1_0802. The binding affinity (normalized) is 0.372. (3) The peptide sequence is EEFVVEFDAPGIK. The MHC is DRB1_0402 with pseudo-sequence DRB1_0402. The binding affinity (normalized) is 0.204. (4) The binding affinity (normalized) is 0.732. The MHC is DRB1_1101 with pseudo-sequence DRB1_1101. The peptide sequence is YQKFLANVSTVLTGK. (5) The binding affinity (normalized) is 0.573. The peptide sequence is ALTIYEMLQNIFAIF. The MHC is DRB1_0401 with pseudo-sequence DRB1_0401. (6) The peptide sequence is GKAGCQTYKWETFLT. The MHC is DRB1_1602 with pseudo-sequence DRB1_1602. The binding affinity (normalized) is 0.354. (7) The peptide sequence is LDAAYSVAYKAAVGA. The MHC is HLA-DPA10201-DPB10101 with pseudo-sequence HLA-DPA10201-DPB10101. The binding affinity (normalized) is 0.159.